This data is from Forward reaction prediction with 1.9M reactions from USPTO patents (1976-2016). The task is: Predict the product of the given reaction. (1) Given the reactants CN1C2C(=CC=CC=2)C(C2C(=O)N[C:14](=[O:23])C=2C2C=CC=C(N)C=2)=C1.O(C1C=C2C(=CC=1)NC(C(O)=O)=C2)C.[CH3:39][N:40]1[C:48]2[C:43](=[CH:44][C:45](C)=[CH:46][CH:47]=2)[C:42]([C:50]2[C:51](=[O:68])[NH:52][C:53](=[O:67])[C:54]=2[C:55]2[CH:60]=[CH:59][CH:58]=[C:57]([NH:61][CH2:62][CH:63]([OH:66])[CH2:64][OH:65])[CH:56]=2)=[CH:41]1, predict the reaction product. The product is: [CH3:14][O:23][C:45]1[CH:44]=[C:43]2[C:48](=[CH:47][CH:46]=1)[N:40]([CH3:39])[CH:41]=[C:42]2[C:50]1[C:51](=[O:68])[NH:52][C:53](=[O:67])[C:54]=1[C:55]1[CH:60]=[CH:59][CH:58]=[C:57]([NH:61][CH2:62][CH:63]([OH:66])[CH2:64][OH:65])[CH:56]=1. (2) Given the reactants [Cl:1][C:2]1[C:10]([Cl:11])=[CH:9][CH:8]=[CH:7][C:3]=1[C:4]([OH:6])=O.[CH3:12][C:13]1[N:18]=[CH:17][C:16]([C:19]2([CH2:24][NH2:25])[CH2:23][CH2:22][CH2:21][O:20]2)=[CH:15][N:14]=1, predict the reaction product. The product is: [Cl:1][C:2]1[C:10]([Cl:11])=[CH:9][CH:8]=[CH:7][C:3]=1[C:4]([NH:25][CH2:24][C:19]1([C:16]2[CH:17]=[N:18][C:13]([CH3:12])=[N:14][CH:15]=2)[CH2:23][CH2:22][CH2:21][O:20]1)=[O:6]. (3) The product is: [CH3:22][O:21][C:14]1[CH:13]=[C:12]2[C:17]([C:8]([S:7][C:5]3[S:6][C:2]([NH:1][C:30]([NH:29][C:23]4[CH:28]=[CH:27][CH:26]=[CH:25][CH:24]=4)=[O:31])=[CH:3][CH:4]=3)=[CH:9][CH:10]=[N:11]2)=[CH:16][C:15]=1[C:18]([NH2:20])=[O:19]. Given the reactants [NH2:1][C:2]1[S:6][C:5]([S:7][C:8]2[C:17]3[C:12](=[CH:13][C:14]([O:21][CH3:22])=[C:15]([C:18]([NH2:20])=[O:19])[CH:16]=3)[N:11]=[CH:10][CH:9]=2)=[CH:4][CH:3]=1.[C:23]1([N:29]=[C:30]=[O:31])[CH:28]=[CH:27][CH:26]=[CH:25][CH:24]=1.O, predict the reaction product. (4) The product is: [CH3:14][C:15]([CH3:24])([CH3:23])[C:16](=[O:22])[CH2:17][C:18]1[O:10][N:9]=[C:7]([C:6]2[CH:11]=[CH:12][CH:13]=[C:4]([N+:1]([O-:3])=[O:2])[CH:5]=2)[N:8]=1. Given the reactants [N+:1]([C:4]1[CH:5]=[C:6]([CH:11]=[CH:12][CH:13]=1)[C:7](=[N:9][OH:10])[NH2:8])([O-:3])=[O:2].[CH3:14][C:15]([CH3:24])([CH3:23])[C:16](=[O:22])[CH2:17][C:18](OC)=O, predict the reaction product. (5) The product is: [S:24]1[C:4]2[CH:9]=[C:8]3[S:10][C:18]([C:17]4[CH:21]=[CH:22][C:14]([NH2:13])=[CH:15][CH:16]=4)=[N:11][C:7]3=[CH:6][C:5]=2[N:30]=[C:23]1[C:4]1[CH:9]=[CH:8][C:7]([NH2:11])=[CH:6][CH:5]=1. Given the reactants Cl.Cl.N[C:4]1[CH:9]=[C:8]([SH:10])[C:7]([NH2:11])=[CH:6][C:5]=1S.[NH2:13][C:14]1[CH:22]=[CH:21][C:17]([C:18](O)=O)=[CH:16][CH:15]=1.[CH3:23][S:24](O)(=O)=O.Cl.[OH-].[NH4+:30], predict the reaction product. (6) Given the reactants [CH2:1]([O:8][CH2:9][CH2:10][CH:11]1[CH2:20][CH2:19][C:14]2(OCC[O:15]2)[CH2:13][CH2:12]1)[C:2]1[CH:7]=[CH:6][CH:5]=[CH:4][CH:3]=1.O.CC1C=CC(S(O)(=O)=O)=CC=1, predict the reaction product. The product is: [CH2:1]([O:8][CH2:9][CH2:10][CH:11]1[CH2:12][CH2:13][C:14](=[O:15])[CH2:19][CH2:20]1)[C:2]1[CH:7]=[CH:6][CH:5]=[CH:4][CH:3]=1. (7) Given the reactants [C:1]1(/[CH:11]=[CH:12]\[C:13]2[N:14]=[C:15]([CH:18]3[CH2:23][CH2:22][N:21](C(OC(C)(C)C)=O)[CH2:20][CH2:19]3)[S:16][CH:17]=2)[C:10]2[C:5](=[CH:6][CH:7]=[CH:8][CH:9]=2)[CH:4]=[CH:3][CH:2]=1.[CH3:31][C:32]1[N:36]([CH2:37][C:38]([OH:40])=O)[N:35]=[C:34]([C:41]([F:44])([F:43])[F:42])[CH:33]=1, predict the reaction product. The product is: [CH3:31][C:32]1[N:36]([CH2:37][C:38]([N:21]2[CH2:22][CH2:23][CH:18]([C:15]3[S:16][CH:17]=[C:13](/[CH:12]=[CH:11]\[C:1]4[C:10]5[C:5](=[CH:6][CH:7]=[CH:8][CH:9]=5)[CH:4]=[CH:3][CH:2]=4)[N:14]=3)[CH2:19][CH2:20]2)=[O:40])[N:35]=[C:34]([C:41]([F:44])([F:43])[F:42])[CH:33]=1. (8) The product is: [NH:1]1[C:5]2[CH:6]=[CH:7][C:8]([N:10]3[CH:14]([C:15]4[CH:20]=[CH:19][CH:18]=[CH:17][CH:16]=4)[C:13](=[O:21])[CH2:12][C:11]3=[O:27])=[CH:9][C:4]=2[N:3]=[CH:2]1. Given the reactants [NH:1]1[C:5]2[CH:6]=[CH:7][C:8]([N:10]3[CH:14]([C:15]4[CH:20]=[CH:19][CH:18]=[CH:17][CH:16]=4)[C:13](=[O:21])[CH:12](C(OCC)=O)[C:11]3=[O:27])=[CH:9][C:4]=2[N:3]=[CH:2]1.Cl, predict the reaction product. (9) Given the reactants [NH2:1][C:2]1[CH:7]=[CH:6][C:5]([N:8]2[C:14](=[O:15])[CH2:13][C:12](=[O:16])[NH:11][C:10]3[C:17]4[C:22]([CH:23]=[CH:24][C:9]2=3)=[CH:21][CH:20]=[CH:19][CH:18]=4)=[CH:4][CH:3]=1.[F:25][C:26]([F:38])([F:37])[C:27]1[CH:32]=[CH:31][CH:30]=[CH:29][C:28]=1[S:33](Cl)(=[O:35])=[O:34], predict the reaction product. The product is: [O:16]=[C:12]1[NH:11][C:10]2[C:17]3[C:22]([CH:23]=[CH:24][C:9]=2[N:8]([C:5]2[CH:6]=[CH:7][C:2]([NH:1][S:33]([C:28]4[CH:29]=[CH:30][CH:31]=[CH:32][C:27]=4[C:26]([F:25])([F:37])[F:38])(=[O:35])=[O:34])=[CH:3][CH:4]=2)[C:14](=[O:15])[CH2:13]1)=[CH:21][CH:20]=[CH:19][CH:18]=3. (10) Given the reactants [NH2:1][C:2]1[CH:3]=[C:4]2[C:20](=[O:21])[NH:19][N:18]=[CH:17][C:6]3=[C:7]([C:11]4[CH:16]=[CH:15][CH:14]=[CH:13][CH:12]=4)[NH:8][C:9]([CH:10]=1)=[C:5]23.[C:22]([O:26][C:27]([N:29]1[CH2:34][CH2:33][CH2:32][CH2:31][C@H:30]1[C:35](O)=[O:36])=[O:28])([CH3:25])([CH3:24])[CH3:23].C(N(CC)CC)C, predict the reaction product. The product is: [C:22]([O:26][C:27]([N:29]1[CH2:34][CH2:33][CH2:32][CH2:31][C@H:30]1[C:35](=[O:36])[NH:1][C:2]1[CH:3]=[C:4]2[C:20](=[O:21])[NH:19][N:18]=[CH:17][C:6]3=[C:7]([C:11]4[CH:12]=[CH:13][CH:14]=[CH:15][CH:16]=4)[NH:8][C:9]([CH:10]=1)=[C:5]23)=[O:28])([CH3:25])([CH3:24])[CH3:23].